This data is from Forward reaction prediction with 1.9M reactions from USPTO patents (1976-2016). The task is: Predict the product of the given reaction. (1) Given the reactants [C:1]1(=[O:8])[NH:6][C:5](=[O:7])[CH2:4][CH2:3][CH2:2]1.C([O:18][CH2:19][CH:20]=[CH2:21])(=O)CC([O:18][CH2:19][CH:20]=[CH2:21])=O, predict the reaction product. The product is: [C:19]([CH:2]1[CH2:3][CH2:4][C:5](=[O:7])[NH:6][C:1]1=[O:8])(=[O:18])[C:20]1[CH:21]=[CH:4][CH:3]=[CH:2][CH:1]=1. (2) Given the reactants CS[C:3]([C:10]1[CH:15]=[CH:14][C:13]([F:16])=[C:12]([C:17]#[N:18])[CH:11]=1)=[N:4][CH2:5][Si](C)(C)C.[Cl:19][C:20]1[CH:25]=[C:24]([C:26]([C:28]([F:31])([F:30])[F:29])=[CH2:27])[CH:23]=[C:22]([Cl:32])[C:21]=1[Cl:33].F.C([N+](CCCC)(CCCC)CCCC)CCC, predict the reaction product. The product is: [F:16][C:13]1[CH:14]=[CH:15][C:10]([C:3]2[CH2:27][C:26]([C:24]3[CH:23]=[C:22]([Cl:32])[C:21]([Cl:33])=[C:20]([Cl:19])[CH:25]=3)([C:28]([F:31])([F:30])[F:29])[CH2:5][N:4]=2)=[CH:11][C:12]=1[C:17]#[N:18]. (3) Given the reactants [C:1]([C:3]1[CH:8]=[CH:7][C:6]([NH:9][CH:10]([C:15]2[CH:20]=[C:19](O)[CH:18]=[C:17]([O:22][CH2:23][CH3:24])[CH:16]=2)[C:11]([O:13][CH3:14])=[O:12])=[CH:5][CH:4]=1)#[N:2].C(C1C=CC(NC(C2C=C(OS(C(F)(F)F)(=O)=O)C=C(OCC)C=2)C(OC)=O)=CC=1)#N.[S:56]1[CH:60]=[CH:59][CH:58]=[C:57]1B(O)O, predict the reaction product. The product is: [C:1]([C:3]1[CH:4]=[CH:5][C:6]([NH:9][CH:10]([C:15]2[CH:20]=[C:19]([C:57]3[S:56][CH:60]=[CH:59][CH:58]=3)[CH:18]=[C:17]([O:22][CH2:23][CH3:24])[CH:16]=2)[C:11]([O:13][CH3:14])=[O:12])=[CH:7][CH:8]=1)#[N:2]. (4) Given the reactants Br[CH:2]([C:9]1[CH:14]=[CH:13][CH:12]=[CH:11][CH:10]=1)[C:3]1[CH:8]=[CH:7][CH:6]=[CH:5][CH:4]=1.[C:15]1([N:21]([C:32]2[CH:37]=[CH:36][CH:35]=[CH:34][CH:33]=2)[CH2:22][C:23]([N:25]([CH3:31])[C@@H:26]2[CH2:30][CH2:29][NH:28][CH2:27]2)=[O:24])[CH:20]=[CH:19][CH:18]=[CH:17][CH:16]=1.C([O-])([O-])=O.[K+].[K+], predict the reaction product. The product is: [CH:2]([N:28]1[CH2:29][CH2:30][C@@H:26]([N:25]([CH3:31])[C:23](=[O:24])[CH2:22][N:21]([C:32]2[CH:33]=[CH:34][CH:35]=[CH:36][CH:37]=2)[C:15]2[CH:20]=[CH:19][CH:18]=[CH:17][CH:16]=2)[CH2:27]1)([C:9]1[CH:14]=[CH:13][CH:12]=[CH:11][CH:10]=1)[C:3]1[CH:8]=[CH:7][CH:6]=[CH:5][CH:4]=1. (5) Given the reactants [CH:1]1[C:6](=[O:7])[C:5]([OH:8])=[CH:4][O:3][C:2]=1[CH2:9][OH:10].C(=O)([O-])[O-].[K+].[K+].[I-].[K+].Cl[CH2:20][CH2:21][N:22]1[CH2:26][CH2:25][CH2:24][CH2:23]1, predict the reaction product. The product is: [OH:10][CH2:9][C:2]1[O:3][CH:4]=[C:5]([O:8][CH2:20][CH2:21][N:22]2[CH2:26][CH2:25][CH2:24][CH2:23]2)[C:6](=[O:7])[CH:1]=1. (6) The product is: [CH:1]([O:4][C:5](=[O:49])[C@@H:6]([N:8]=[P:9]([O:11][C:12]1[C:21]2[C:16](=[CH:17][CH:18]=[CH:19][CH:20]=2)[CH:15]=[CH:14][C:13]=1[O:22][CH2:23][C@:24]1([N:46]=[N+:47]=[N-:48])[C@@H:28]([F:29])[C@@H:27]([OH:30])[C@H:26]([N:38]2[CH:43]=[CH:42][C:41]([NH2:44])=[N:40][C:39]2=[O:45])[O:25]1)=[O:10])[CH3:7])([CH3:2])[CH3:3]. Given the reactants [CH:1]([O:4][C:5](=[O:49])[C@@H:6]([N:8]=[P:9]([O:11][C:12]1[C:21]2[C:16](=[CH:17][CH:18]=[CH:19][CH:20]=2)[CH:15]=[CH:14][C:13]=1[O:22][CH2:23][C@:24]1([N:46]=[N+:47]=[N-:48])[C@@H:28]([F:29])[C@@H:27]([O:30][Si](CC)(CC)CC)[C@H:26]([N:38]2[CH:43]=[CH:42][C:41]([NH2:44])=[N:40][C:39]2=[O:45])[O:25]1)=[O:10])[CH3:7])([CH3:3])[CH3:2], predict the reaction product. (7) Given the reactants Cl.[NH2:2][CH2:3][C:4]1[CH:5]=[C:6]2[C:10](=[CH:11][CH:12]=1)[C:9](=[O:13])[N:8]([CH:14]1[CH2:19][CH2:18][C:17](=[O:20])[NH:16][C:15]1=[O:21])[C:7]2=[O:22].[N:23]1[C:32]2[C:27](=[CH:28][CH:29]=[CH:30][CH:31]=2)[CH:26]=[CH:25][C:24]=1[C:33](Cl)=[O:34].CCN(C(C)C)C(C)C, predict the reaction product. The product is: [O:21]=[C:15]1[CH:14]([N:8]2[C:7](=[O:22])[C:6]3[C:10](=[CH:11][CH:12]=[C:4]([CH2:3][NH:2][C:33]([C:24]4[CH:25]=[CH:26][C:27]5[C:32](=[CH:31][CH:30]=[CH:29][CH:28]=5)[N:23]=4)=[O:34])[CH:5]=3)[C:9]2=[O:13])[CH2:19][CH2:18][C:17](=[O:20])[NH:16]1.